The task is: Regression. Given two drug SMILES strings and cell line genomic features, predict the synergy score measuring deviation from expected non-interaction effect.. This data is from NCI-60 drug combinations with 297,098 pairs across 59 cell lines. (1) Drug 1: CC12CCC(CC1=CCC3C2CCC4(C3CC=C4C5=CN=CC=C5)C)O. Drug 2: COC1=C(C=C2C(=C1)N=CN=C2NC3=CC(=C(C=C3)F)Cl)OCCCN4CCOCC4. Cell line: NCIH23. Synergy scores: CSS=22.7, Synergy_ZIP=-4.32, Synergy_Bliss=-0.794, Synergy_Loewe=-1.80, Synergy_HSA=-0.309. (2) Drug 1: CCC(=C(C1=CC=CC=C1)C2=CC=C(C=C2)OCCN(C)C)C3=CC=CC=C3.C(C(=O)O)C(CC(=O)O)(C(=O)O)O. Drug 2: CC1=C2C(C(=O)C3(C(CC4C(C3C(C(C2(C)C)(CC1OC(=O)C(C(C5=CC=CC=C5)NC(=O)C6=CC=CC=C6)O)O)OC(=O)C7=CC=CC=C7)(CO4)OC(=O)C)O)C)OC(=O)C. Cell line: SR. Synergy scores: CSS=13.1, Synergy_ZIP=18.7, Synergy_Bliss=7.95, Synergy_Loewe=-28.1, Synergy_HSA=7.87. (3) Drug 1: C1=CC(=CC=C1CCC2=CNC3=C2C(=O)NC(=N3)N)C(=O)NC(CCC(=O)O)C(=O)O. Synergy scores: CSS=38.4, Synergy_ZIP=5.54, Synergy_Bliss=7.56, Synergy_Loewe=-37.6, Synergy_HSA=6.58. Drug 2: C(CN)CNCCSP(=O)(O)O. Cell line: A549. (4) Drug 1: CC1CCC2CC(C(=CC=CC=CC(CC(C(=O)C(C(C(=CC(C(=O)CC(OC(=O)C3CCCCN3C(=O)C(=O)C1(O2)O)C(C)CC4CCC(C(C4)OC)O)C)C)O)OC)C)C)C)OC. Cell line: SW-620. Synergy scores: CSS=47.5, Synergy_ZIP=-6.05, Synergy_Bliss=-3.35, Synergy_Loewe=1.90, Synergy_HSA=3.08. Drug 2: C1CCC(C(C1)N)N.C(=O)(C(=O)[O-])[O-].[Pt+4]. (5) Drug 1: C1CN(P(=O)(OC1)NCCCl)CCCl. Drug 2: C(CCl)NC(=O)N(CCCl)N=O. Cell line: HL-60(TB). Synergy scores: CSS=12.2, Synergy_ZIP=-2.58, Synergy_Bliss=-0.0770, Synergy_Loewe=4.68, Synergy_HSA=4.68. (6) Drug 1: C1CC(=O)NC(=O)C1N2C(=O)C3=CC=CC=C3C2=O. Drug 2: C(CCl)NC(=O)N(CCCl)N=O. Cell line: NCI/ADR-RES. Synergy scores: CSS=-0.659, Synergy_ZIP=3.58, Synergy_Bliss=0.0274, Synergy_Loewe=-4.30, Synergy_HSA=-4.16.